From a dataset of Full USPTO retrosynthesis dataset with 1.9M reactions from patents (1976-2016). Predict the reactants needed to synthesize the given product. (1) The reactants are: Cl[CH2:2][C:3]([OH:5])=[O:4].Cl[CH2:7][C:8]([N:10]([C:12]1[CH:17]=[C:16]([CH2:18][N:19]2[CH2:24][CH2:23][O:22][CH2:21][CH2:20]2)[CH:15]=[CH:14][C:13]=1[NH:25][C:26](=O)CCl)[CH3:11])=[O:9].[OH-:30].[Na+].[Cl-].[NH4+].[C:34]1([CH3:40])C=CC=CC=1.[CH2:41]1[CH2:45][O:44][CH2:43]C1. Given the product [CH3:11][N:10]1[C:12]2[C:13](=[CH:14][CH:15]=[C:16]([CH2:18][N:19]3[CH2:20][CH2:21][O:22][CH2:23][CH2:24]3)[CH:17]=2)[N:25]([CH:26]=[C:2]([C:43]([O:44][CH2:45][CH3:41])=[O:30])[C:3]([O:5][CH2:34][CH3:40])=[O:4])[CH2:7][C:8]1=[O:9], predict the reactants needed to synthesize it. (2) Given the product [Cl:1][C:2]1[CH:3]=[C:4]2[C:8](=[CH:9][CH:10]=1)[NH:7][C:6](=[O:11])[C:5]2([C:12]1[CH:17]=[CH:16][CH:15]=[CH:14][C:13]=1[O:18][CH3:19])[CH2:20][C:21](=[O:22])[N:33]1[CH2:34][CH2:35][N:30]([C:25]2[CH:26]=[CH:27][CH:28]=[CH:29][N:24]=2)[CH2:31][CH2:32]1, predict the reactants needed to synthesize it. The reactants are: [Cl:1][C:2]1[CH:3]=[C:4]2[C:8](=[CH:9][CH:10]=1)[NH:7][C:6](=[O:11])[C:5]2([CH2:20][C:21](O)=[O:22])[C:12]1[CH:17]=[CH:16][CH:15]=[CH:14][C:13]=1[O:18][CH3:19].[N:24]1[CH:29]=[CH:28][CH:27]=[CH:26][C:25]=1[N:30]1[CH2:35][CH2:34][NH:33][CH2:32][CH2:31]1. (3) Given the product [F:1][C:2]1[CH:3]=[CH:4][C:5]([N:8]([CH3:12])[C:9]2[S:10][CH:14]=[CH:15][N:11]=2)=[CH:6][CH:7]=1, predict the reactants needed to synthesize it. The reactants are: [F:1][C:2]1[CH:7]=[CH:6][C:5]([N:8]([CH3:12])[C:9]([NH2:11])=[S:10])=[CH:4][CH:3]=1.Cl[CH2:14][CH:15]=O. (4) Given the product [CH2:1]([O:8][C:9]1[CH:14]=[CH:13][N:12]2[CH:23]=[CH:24][N:15]=[C:11]2[CH:10]=1)[C:2]1[CH:3]=[CH:4][CH:5]=[CH:6][CH:7]=1, predict the reactants needed to synthesize it. The reactants are: [CH2:1]([O:8][C:9]1[CH:14]=[CH:13][N:12]=[C:11]([NH2:15])[CH:10]=1)[C:2]1[CH:7]=[CH:6][CH:5]=[CH:4][CH:3]=1.C(=O)([O-])O.[Na+].O.Cl[CH2:23][CH:24]=O. (5) The reactants are: CCCC[N+](CCCC)(CCCC)CCCC.[F-].C([Si](C1C=CC=CC=1)(C1C=CC=CC=1)[O:24][CH2:25][CH2:26][CH2:27][N:28]1[C:32]2=[N:33][CH:34]=[CH:35][CH:36]=[C:31]2[C:30]([C:37]2[C:38](=[O:49])[NH:39][C:40](=[O:48])[C:41]=2[C:42]2[O:43][CH2:44][CH2:45][CH2:46][CH:47]=2)=[CH:29]1)(C)(C)C. Given the product [O:43]1[C:42]([C:41]2[C:40](=[O:48])[NH:39][C:38](=[O:49])[C:37]=2[C:30]2[C:31]3[C:32](=[N:33][CH:34]=[CH:35][CH:36]=3)[N:28]([CH2:27][CH2:26][CH2:25][OH:24])[CH:29]=2)=[CH:47][CH2:46][CH2:45][CH2:44]1, predict the reactants needed to synthesize it. (6) Given the product [CH2:1]([O:3][C:4](=[O:18])[CH:5]([C:6]1[CH:7]=[CH:12][C:49]([O:22][CH:21]([C:23]2[S:27][C:26]([C:28]3[CH:29]=[CH:30][C:31]([C:34]([F:35])([F:36])[F:37])=[CH:32][CH:33]=3)=[N:25][CH:24]=2)[CH3:20])=[CH:50][C:51]=1[CH3:52])[CH3:53])[CH3:2], predict the reactants needed to synthesize it. The reactants are: [CH2:1]([O:3][C:4](=[O:18])[CH:5](OCC)[CH2:6][C:7]1[CH:12]=CC(O)=CC=1C)[CH3:2].C[CH:20](C)[CH:21]([C:23]1[S:27][C:26]([C:28]2[CH:33]=[CH:32][C:31]([C:34]([F:37])([F:36])[F:35])=[CH:30][CH:29]=2)=[N:25][C:24]=1C)[OH:22].[CH2:49](P([CH2:49][CH2:50][CH2:51][CH3:52])[CH2:49][CH2:50][CH2:51][CH3:52])[CH2:50][CH2:51][CH3:52].[CH3:53]N(C)C(N=NC(N(C)C)=O)=O. (7) The reactants are: [C:1]([C:3]1[CH:11]=[CH:10][C:6]([C:7]([OH:9])=[O:8])=[CH:5][C:4]=1[F:12])#[N:2].Cl.[CH3:14]N(C)CCCN=C=NCC. Given the product [C:1]([C:3]1[CH:11]=[CH:10][C:6]([C:7]([O:9][CH3:14])=[O:8])=[CH:5][C:4]=1[F:12])#[N:2], predict the reactants needed to synthesize it.